Dataset: Forward reaction prediction with 1.9M reactions from USPTO patents (1976-2016). Task: Predict the product of the given reaction. (1) Given the reactants [CH:1]1([C:4]2[C:5]([N:13]3[CH2:18][CH2:17][N:16]([C:19]([C:21]4[CH:26]=[CH:25][C:24](I)=[CH:23][CH:22]=4)=[O:20])[CH2:15][CH2:14]3)=[N:6][CH:7]=[C:8]([CH:10]3[CH2:12][CH2:11]3)[CH:9]=2)[CH2:3][CH2:2]1.[CH3:28][N:29]1[CH2:33][CH2:32][NH:31][C:30]1=[O:34], predict the reaction product. The product is: [CH:1]1([C:4]2[C:5]([N:13]3[CH2:18][CH2:17][N:16]([C:19]([C:21]4[CH:26]=[CH:25][C:24]([N:31]5[CH2:32][CH2:33][N:29]([CH3:28])[C:30]5=[O:34])=[CH:23][CH:22]=4)=[O:20])[CH2:15][CH2:14]3)=[N:6][CH:7]=[C:8]([CH:10]3[CH2:12][CH2:11]3)[CH:9]=2)[CH2:3][CH2:2]1. (2) Given the reactants [O:1]=[C:2]1[CH:7]=[C:6]([C:8]2[CH:13]=[CH:12][C:11]([C:14]([F:17])([F:16])[F:15])=[CH:10][N:9]=2)[CH:5]=[CH:4][N:3]1[C:18]1[CH:19]=[CH:20][C:21]2[C:22]3[CH2:40][N:39](C(OC(C)(C)C)=O)[CH2:38][CH2:37][C:23]=3[N:24]([S:27]([C:30]3[CH:36]=[CH:35][C:33]([CH3:34])=[CH:32][CH:31]=3)(=[O:29])=[O:28])[C:25]=2[CH:26]=1.C(Cl)Cl.[C:51]([OH:57])([C:53]([F:56])([F:55])[F:54])=[O:52], predict the reaction product. The product is: [F:54][C:53]([F:56])([F:55])[C:51]([OH:57])=[O:52].[S:27]([N:24]1[C:25]2[CH:26]=[C:18]([N:3]3[CH:4]=[CH:5][C:6]([C:8]4[CH:13]=[CH:12][C:11]([C:14]([F:17])([F:16])[F:15])=[CH:10][N:9]=4)=[CH:7][C:2]3=[O:1])[CH:19]=[CH:20][C:21]=2[C:22]2[CH2:40][NH:39][CH2:38][CH2:37][C:23]1=2)([C:30]1[CH:31]=[CH:32][C:33]([CH3:34])=[CH:35][CH:36]=1)(=[O:29])=[O:28]. (3) Given the reactants N#N.[CH3:3][C:4]1[NH:5][C:6]2[C:11]([C:12]=1[C:13](=[O:18])C(Cl)(Cl)Cl)=[CH:10][CH:9]=[CH:8][C:7]=2[O:19][CH3:20].[OH-:21].[K+].Cl.[CH3:24]O, predict the reaction product. The product is: [CH3:3][C:4]1[NH:5][C:6]2[C:11]([C:12]=1[C:13]([O:18][CH3:24])=[O:21])=[CH:10][CH:9]=[CH:8][C:7]=2[O:19][CH3:20].